From a dataset of Full USPTO retrosynthesis dataset with 1.9M reactions from patents (1976-2016). Predict the reactants needed to synthesize the given product. (1) The reactants are: [N:1]12[CH2:14][CH2:13][N:7]([CH2:8][CH2:9][NH:10][CH2:11][CH2:12]1)[CH2:6][CH2:5][NH:4][CH2:3][CH2:2]2.[CH2:15]1[O:17][CH:16]1[CH2:18][OH:19]. Given the product [OH:17][CH:16]([CH2:18][OH:19])[CH2:15][N:10]1[CH2:9][CH2:8][N:7]2[CH2:13][CH2:14][N:1]([CH2:2][CH2:3][N:4]([CH2:15][CH:16]([OH:17])[CH2:18][OH:19])[CH2:5][CH2:6]2)[CH2:12][CH2:11]1, predict the reactants needed to synthesize it. (2) The reactants are: Br[C:2]1[C:6]2[CH2:7][N:8]([C:11]([O:13][C:14]([CH3:17])([CH3:16])[CH3:15])=[O:12])[CH2:9][CH2:10][C:5]=2[N:4]([CH:18]2[CH2:23][CH2:22][S:21](=[O:25])(=[O:24])[CH2:20][CH2:19]2)[N:3]=1.[F:26][CH:27]([F:42])[C:28]1[C:29]([C:36]2[CH:37]=[N:38][N:39]([CH3:41])[CH:40]=2)=[CH:30][C:31]([F:35])=[C:32]([CH:34]=1)[NH2:33].CC([O-])(C)C.[Na+].C1(P(C2CCCCC2)C2C(OC)=CC=C(OC)C=2C2C(C(C)C)=CC(C(C)C)=CC=2C(C)C)CCCCC1. Given the product [F:42][CH:27]([F:26])[C:28]1[C:29]([C:36]2[CH:37]=[N:38][N:39]([CH3:41])[CH:40]=2)=[CH:30][C:31]([F:35])=[C:32]([NH:33][C:2]2[C:6]3[CH2:7][N:8]([C:11]([O:13][C:14]([CH3:17])([CH3:16])[CH3:15])=[O:12])[CH2:9][CH2:10][C:5]=3[N:4]([CH:18]3[CH2:23][CH2:22][S:21](=[O:25])(=[O:24])[CH2:20][CH2:19]3)[N:3]=2)[CH:34]=1, predict the reactants needed to synthesize it. (3) The reactants are: C(OC1C2N=CC=CC=2C(O)=CC=1C)(C1C=CC=CC=1)C1C=CC=CC=1.[CH:27]([O:40][C:41]1[C:42]([CH3:66])=[C:43]([CH2:62][CH2:63][CH2:64]O)[C:44]([O:51][Si:52]([CH:59]([CH3:61])[CH3:60])([CH:56]([CH3:58])[CH3:57])[CH:53]([CH3:55])[CH3:54])=[C:45]2[C:50]=1[N:49]=[CH:48][CH:47]=[CH:46]2)([C:34]1[CH:39]=[CH:38][CH:37]=[CH:36][CH:35]=1)[C:28]1[CH:33]=[CH:32][CH:31]=[CH:30][CH:29]=1.[Cl:67][C:68]1[CH:69]=[C:70]([CH:73]=[CH:74][C:75]=1[F:76])[CH2:71][NH2:72]. Given the product [CH:27]([O:40][C:41]1[C:42]([CH3:66])=[C:43]([CH2:62][CH2:63][CH2:64][NH:72][CH2:71][C:70]2[CH:73]=[CH:74][C:75]([F:76])=[C:68]([Cl:67])[CH:69]=2)[C:44]([O:51][Si:52]([CH:56]([CH3:58])[CH3:57])([CH:59]([CH3:61])[CH3:60])[CH:53]([CH3:55])[CH3:54])=[C:45]2[C:50]=1[N:49]=[CH:48][CH:47]=[CH:46]2)([C:28]1[CH:33]=[CH:32][CH:31]=[CH:30][CH:29]=1)[C:34]1[CH:39]=[CH:38][CH:37]=[CH:36][CH:35]=1, predict the reactants needed to synthesize it. (4) Given the product [OH:23][NH:22][C:20](=[O:21])[C:19]([CH3:34])([S:30]([CH3:33])(=[O:32])=[O:31])[CH2:18][CH2:17][N:14]1[CH:15]=[CH:16][C:11]([C:8]2[CH:9]=[CH:10][C:5]([CH2:4][CH2:3][CH2:2][OH:1])=[CH:6][CH:7]=2)=[CH:12][C:13]1=[O:35], predict the reactants needed to synthesize it. The reactants are: [OH:1][CH2:2][CH2:3][CH2:4][C:5]1[CH:10]=[CH:9][C:8]([C:11]2[CH:16]=[CH:15][N:14]([CH2:17][CH2:18][C:19]([CH3:34])([S:30]([CH3:33])(=[O:32])=[O:31])[C:20]([NH:22][O:23]C3CCCCO3)=[O:21])[C:13](=[O:35])[CH:12]=2)=[CH:7][CH:6]=1.Cl. (5) Given the product [CH3:29][O:28][C:25]1[CH:24]=[CH:23][C:22]([CH2:21][C@@H:16]2[CH2:15][N:14]([CH2:7][C:8]3[CH:9]=[CH:10][CH:11]=[CH:12][CH:13]=3)[CH2:19][CH2:18][NH:17]2)=[CH:27][CH:26]=1, predict the reactants needed to synthesize it. The reactants are: [H-].[Al+3].[Li+].[H-].[H-].[H-].[CH2:7]([N:14]1[CH2:19][C:18](=O)[NH:17][C@H:16]([CH2:21][C:22]2[CH:27]=[CH:26][C:25]([O:28][CH3:29])=[CH:24][CH:23]=2)[C:15]1=O)[C:8]1[CH:13]=[CH:12][CH:11]=[CH:10][CH:9]=1. (6) Given the product [OH:22][CH2:21][C:20]([O:19][C:16]1[CH:15]=[CH:14][C:13]([NH:12][C:10](=[O:11])[CH2:9][OH:8])=[CH:18][CH:17]=1)=[O:30], predict the reactants needed to synthesize it. The reactants are: C([O:8][CH2:9][C:10]([NH:12][C:13]1[CH:18]=[CH:17][C:16]([O:19][C:20](=[O:30])[CH2:21][O:22]CC2C=CC=CC=2)=[CH:15][CH:14]=1)=[O:11])C1C=CC=CC=1. (7) Given the product [O:17]1[CH2:18][CH2:19][N:14]([C:12]2[N:13]=[C:8]([C:5]3[CH:4]=[N:3][C:2]([NH2:1])=[N:7][CH:6]=3)[CH:9]=[C:10]([O:43][C:39]3[CH:38]=[N:37][CH:42]=[CH:41][CH:40]=3)[N:11]=2)[CH2:15][CH2:16]1, predict the reactants needed to synthesize it. The reactants are: [NH2:1][C:2]1[N:7]=[CH:6][C:5]([C:8]2[N:13]=[C:12]([N:14]3[CH2:19][CH2:18][O:17][CH2:16][CH2:15]3)[N:11]=[C:10](NC3C=NC4C(C=3)=CC=CC=4)[CH:9]=2)=[CH:4][N:3]=1.CC(C)([O-])C.[K+].[N:37]1[CH:42]=[CH:41][CH:40]=[C:39]([OH:43])[CH:38]=1. (8) Given the product [C:27]([O:26][C:24](=[O:25])[NH:23]/[C:20](/[NH:1][C:2]1[CH:7]=[CH:6][N:5]=[C:4]([Cl:8])[CH:3]=1)=[N:19]\[C:12](=[O:13])[O:14][C:15]([CH3:18])([CH3:17])[CH3:16])([CH3:30])([CH3:28])[CH3:29], predict the reactants needed to synthesize it. The reactants are: [NH2:1][C:2]1[CH:7]=[CH:6][N:5]=[C:4]([Cl:8])[CH:3]=1.ClCCl.[C:12]([NH:19][C:20](=[N:23][C:24]([O:26][C:27]([CH3:30])([CH3:29])[CH3:28])=[O:25])SC)([O:14][C:15]([CH3:18])([CH3:17])[CH3:16])=[O:13]. (9) Given the product [N+:11]([C:7]1[CH:6]=[C:5]([C:3]2[N:21]=[C:20]([CH:17]3[CH2:18][CH2:19][O:14][CH2:15][CH2:16]3)[S:22][CH:2]=2)[CH:10]=[CH:9][CH:8]=1)([O-:13])=[O:12], predict the reactants needed to synthesize it. The reactants are: Br[CH2:2][C:3]([C:5]1[CH:10]=[CH:9][CH:8]=[C:7]([N+:11]([O-:13])=[O:12])[CH:6]=1)=O.[O:14]1[CH2:19][CH2:18][CH:17]([C:20](=[S:22])[NH2:21])[CH2:16][CH2:15]1.